This data is from Full USPTO retrosynthesis dataset with 1.9M reactions from patents (1976-2016). The task is: Predict the reactants needed to synthesize the given product. (1) Given the product [CH2:27]([O:29][C:30]1[CH:38]=[CH:37][CH:36]=[CH:35][C:31]=1[C:32](=[O:33])[C:2]#[C:1][C:3]1[N:4]=[C:5]([CH:8]2[CH2:13][CH2:12][N:11]([C:14](=[O:26])[CH2:15][N:16]3[C:20]([CH3:21])=[CH:19][C:18]([C:22]([F:23])([F:25])[F:24])=[N:17]3)[CH2:10][CH2:9]2)[S:6][CH:7]=1)[CH3:28], predict the reactants needed to synthesize it. The reactants are: [C:1]([C:3]1[N:4]=[C:5]([CH:8]2[CH2:13][CH2:12][N:11]([C:14](=[O:26])[CH2:15][N:16]3[C:20]([CH3:21])=[CH:19][C:18]([C:22]([F:25])([F:24])[F:23])=[N:17]3)[CH2:10][CH2:9]2)[S:6][CH:7]=1)#[CH:2].[CH2:27]([O:29][C:30]1[CH:38]=[CH:37][CH:36]=[CH:35][C:31]=1[C:32](Cl)=[O:33])[CH3:28].C(N(CC)CC)C. (2) The reactants are: [CH3:1][C:2]1[NH:3][C:4]2[C:9]([C:10]=1[CH2:11][C:12]1[CH:17]=[CH:16][C:15]([N+:18]([O-:20])=[O:19])=[CH:14][CH:13]=1)=[CH:8][CH:7]=[CH:6][CH:5]=2.C(=O)([O-])[O-].[Cs+].[Cs+].Br[CH2:28][C:29]([O:31][CH2:32][CH3:33])=[O:30]. Given the product [CH3:1][C:2]1[N:3]([CH2:28][C:29]([O:31][CH2:32][CH3:33])=[O:30])[C:4]2[C:9]([C:10]=1[CH2:11][C:12]1[CH:17]=[CH:16][C:15]([N+:18]([O-:20])=[O:19])=[CH:14][CH:13]=1)=[CH:8][CH:7]=[CH:6][CH:5]=2, predict the reactants needed to synthesize it. (3) Given the product [Cl:15][C:16]1[CH:25]=[CH:24][C:19]([C:20]2[N:23]=[C:10]([CH2:11][NH2:12])[NH:8][N:9]=2)=[CH:18][CH:17]=1, predict the reactants needed to synthesize it. The reactants are: C([N:8]([C:10](=O)[CH2:11][NH2:12])[NH2:9])(OC(C)(C)C)=O.I.[Cl:15][C:16]1[CH:25]=[CH:24][C:19]([C:20](=[NH:23])SC)=[CH:18][CH:17]=1.C1(OC2C=CC=CC=2)C=CC=CC=1.